This data is from Reaction yield outcomes from USPTO patents with 853,638 reactions. The task is: Predict the reaction yield, written as a fraction of the theoretical maximum amount of product (1.0 means a 100% yield; for example, 0.34 means a 34% yield). (1) The reactants are Cl.[NH2:2][CH2:3][CH:4]1[CH2:9][CH2:8][CH:7]([C:10]([O:12]C)=[O:11])[CH2:6][CH2:5]1.C(N(CC)CC)C.[CH3:21][C:22]1[CH:27]=[CH:26][C:25]([S:28](Cl)(=[O:30])=[O:29])=[CH:24][CH:23]=1.C(=O)([O-])[O-].[K+].[K+].F[C:39]1[CH:44]=[CH:43][C:42]([CH2:45]N)=[CH:41][CH:40]=1.[OH-].[Na+]. The catalyst is ClCCl.CC(C)=O.CO.C1COCC1. The product is [CH2:45]([N:2]([CH2:3][CH:4]1[CH2:9][CH2:8][CH:7]([C:10]([OH:12])=[O:11])[CH2:6][CH2:5]1)[S:28]([C:25]1[CH:26]=[CH:27][C:22]([CH3:21])=[CH:23][CH:24]=1)(=[O:30])=[O:29])[C:42]1[CH:43]=[CH:44][CH:39]=[CH:40][CH:41]=1. The yield is 0.740. (2) The reactants are [Br:1][C:2]1[CH:3]=[C:4]([NH:10][C:11](=[O:20])[O:12][CH2:13][C:14]2[CH:19]=[CH:18][CH:17]=[CH:16][CH:15]=2)[CH:5]=[C:6]([C:8]#[N:9])[CH:7]=1.[H-].[Na+].[CH3:23]I. The catalyst is C1COCC1. The product is [Br:1][C:2]1[CH:3]=[C:4]([N:10]([CH3:23])[C:11](=[O:20])[O:12][CH2:13][C:14]2[CH:15]=[CH:16][CH:17]=[CH:18][CH:19]=2)[CH:5]=[C:6]([C:8]#[N:9])[CH:7]=1. The yield is 0.240. (3) The reactants are CC[C@@H]1[C@@H]2C[C@H]([C@@H](OC3C4C(=CC=CC=4)C(O[C@@H](C4C=CN=C5C=4[CH:49]=[C:50]([O:57]C)[CH:51]=C5)[C@@H]4N5C[C@H](CC)[C@@H](CC5)C4)=NN=3)C3C=CN=C4C=3[CH:49]=[C:50]([O:57]C)[CH:51]=C4)N(CC2)C1.C(OC(C1[CH:71]=[CH:70][C:69]([F:72])=[CH:68][CH:67]=1)(C)C)C=C.S([O-])([O-])=O.[Na+].[Na+].[CH3:79][C:80]([OH:83])([CH3:82])[CH3:81].[OH2:84]. No catalyst specified. The product is [F:72][C:69]1[CH:68]=[CH:67][C:79]([C:80]([CH3:82])([O:83][CH2:49][C@@H:50]([OH:57])[CH2:51][OH:84])[CH3:81])=[CH:71][CH:70]=1. The yield is 0.800. (4) The yield is 0.748. The catalyst is O1CCOCC1.O.CCOC(C)=O.CO.C1C=CC(P(C2C=CC=CC=2)[C-]2C=CC=C2)=CC=1.C1C=CC(P(C2C=CC=CC=2)[C-]2C=CC=C2)=CC=1.Cl[Pd]Cl.[Fe+2].C(Cl)Cl.C(Cl)(Cl)Cl.ClCCl. The reactants are Br[C:2]1[CH:3]=[C:4]([C:14]([NH:16][CH2:17][C:18]2[C:19](=[O:26])[NH:20][C:21]([CH3:25])=[CH:22][C:23]=2[CH3:24])=[O:15])[C:5]2[CH:6]=[CH:7][N:8]([CH:11]([CH3:13])[CH3:12])[C:9]=2[CH:10]=1.[CH3:27][N:28]1[CH2:33][CH2:32][N:31]([C:34]2[CH:39]=[CH:38][C:37](B3OC(C)(C)C(C)(C)O3)=[CH:36][N:35]=2)[CH2:30][CH2:29]1.P([O-])([O-])([O-])=O.[K+].[K+].[K+].N#N. The product is [CH3:24][C:23]1[CH:22]=[C:21]([CH3:25])[NH:20][C:19](=[O:26])[C:18]=1[CH2:17][NH:16][C:14]([C:4]1[C:5]2[CH:6]=[CH:7][N:8]([CH:11]([CH3:13])[CH3:12])[C:9]=2[CH:10]=[C:2]([C:37]2[CH:36]=[N:35][C:34]([N:31]3[CH2:30][CH2:29][N:28]([CH3:27])[CH2:33][CH2:32]3)=[CH:39][CH:38]=2)[CH:3]=1)=[O:15]. (5) The reactants are [Cl-].O[NH3+:3].[C:4](=[O:7])([O-])[OH:5].[Na+].CS(C)=O.[CH2:13]([C:17]1[N:18]=[C:19]([CH3:55])[N:20]([CH2:39][CH:40]([O:47][Si](C(C)(C)C)(C)C)[C:41]2[CH:46]=[CH:45][CH:44]=[CH:43][CH:42]=2)[C:21](=[O:38])[C:22]=1[CH2:23][C:24]1[CH:29]=[CH:28][C:27]([C:30]2[C:31]([C:36]#[N:37])=[CH:32][CH:33]=[CH:34][CH:35]=2)=[CH:26][CH:25]=1)[CH2:14][CH2:15][CH3:16]. The catalyst is C(OCC)(=O)C. The product is [CH2:13]([C:17]1[N:18]=[C:19]([CH3:55])[N:20]([CH2:39][CH:40]([OH:47])[C:41]2[CH:42]=[CH:43][CH:44]=[CH:45][CH:46]=2)[C:21](=[O:38])[C:22]=1[CH2:23][C:24]1[CH:29]=[CH:28][C:27]([C:30]2[CH:35]=[CH:34][CH:33]=[CH:32][C:31]=2[C:36]2[NH:37][C:4](=[O:7])[O:5][N:3]=2)=[CH:26][CH:25]=1)[CH2:14][CH2:15][CH3:16]. The yield is 0.560.